From a dataset of Forward reaction prediction with 1.9M reactions from USPTO patents (1976-2016). Predict the product of the given reaction. (1) Given the reactants Cl.[Cl:2][C:3]1[CH:4]=[C:5]([C:10]2[CH:15]=[CH:14][CH:13]=[C:12]([CH2:16][C@@H:17]([NH2:24])[C:18]3[O:22][N:21]=[C:20]([CH3:23])[N:19]=3)[CH:11]=2)[CH:6]=[CH:7][C:8]=1[F:9].[CH3:25][O:26][C:27]1[CH:32]=[CH:31][C:30]([C:33]2[CH:38]=[CH:37][C:36]([C:39]([F:42])([F:41])[F:40])=[CH:35][CH:34]=2)=[CH:29][C:28]=1[C:43](O)=[O:44], predict the reaction product. The product is: [Cl:2][C:3]1[CH:4]=[C:5]([C:10]2[CH:15]=[CH:14][CH:13]=[C:12]([CH2:16][C@@H:17]([NH:24][C:43]([C:28]3[CH:29]=[C:30]([C:33]4[CH:38]=[CH:37][C:36]([C:39]([F:40])([F:42])[F:41])=[CH:35][CH:34]=4)[CH:31]=[CH:32][C:27]=3[O:26][CH3:25])=[O:44])[C:18]3[O:22][N:21]=[C:20]([CH3:23])[N:19]=3)[CH:11]=2)[CH:6]=[CH:7][C:8]=1[F:9]. (2) Given the reactants [F:1][C:2]([F:22])([F:21])[C:3]1[CH:4]=[C:5]([CH:18]=[CH:19][CH:20]=1)[O:6][C:7]1[C:16]2[CH:15]=[CH:14][CH:13]=[C:12]([NH2:17])[C:11]=2[CH:10]=[CH:9][N:8]=1.[Cl:23][C:24]1[CH:32]=[CH:31][C:30]([CH2:33][NH:34][C:35](=[O:40])[C:36]([CH3:39])([CH3:38])[CH3:37])=[CH:29][C:25]=1[C:26](O)=[O:27].C(Cl)(=O)C(Cl)=O.CCN(C(C)C)C(C)C, predict the reaction product. The product is: [Cl:23][C:24]1[CH:32]=[CH:31][C:30]([CH2:33][NH:34][C:35](=[O:40])[C:36]([CH3:38])([CH3:37])[CH3:39])=[CH:29][C:25]=1[C:26]([NH:17][C:12]1[CH:13]=[CH:14][CH:15]=[C:16]2[C:11]=1[CH:10]=[CH:9][N:8]=[C:7]2[O:6][C:5]1[CH:18]=[CH:19][CH:20]=[C:3]([C:2]([F:1])([F:21])[F:22])[CH:4]=1)=[O:27]. (3) Given the reactants P(Cl)(Cl)(Cl)=O.CN(C)[CH:8]=[O:9].[CH3:11][C:12]1[NH:13][C:14]2[C:19]([CH:20]=1)=[CH:18][C:17]([C:21]#[N:22])=[CH:16][CH:15]=2.C(=O)([O-])[O-].[K+].[K+], predict the reaction product. The product is: [CH:8]([C:20]1[C:19]2[C:14](=[CH:15][CH:16]=[C:17]([C:21]#[N:22])[CH:18]=2)[NH:13][C:12]=1[CH3:11])=[O:9]. (4) Given the reactants [F:1][C:2]1[CH:7]=[CH:6][C:5]([C:8]2[N:12]([C:13]3[CH:18]=[CH:17][CH:16]=[CH:15][CH:14]=3)[N:11]=[C:10]([CH2:19][CH2:20][CH:21]=O)[CH:9]=2)=[CH:4][CH:3]=1.[C:23]1([N:29]2[CH2:34][CH2:33][NH:32][CH2:31][CH2:30]2)[CH:28]=[CH:27][CH:26]=[CH:25][CH:24]=1.CCN(C(C)C)C(C)C.[BH-](OC(C)=O)(OC(C)=O)OC(C)=O.[Na+], predict the reaction product. The product is: [F:1][C:2]1[CH:7]=[CH:6][C:5]([C:8]2[N:12]([C:13]3[CH:18]=[CH:17][CH:16]=[CH:15][CH:14]=3)[N:11]=[C:10]([CH2:19][CH2:20][CH2:21][N:32]3[CH2:33][CH2:34][N:29]([C:23]4[CH:28]=[CH:27][CH:26]=[CH:25][CH:24]=4)[CH2:30][CH2:31]3)[CH:9]=2)=[CH:4][CH:3]=1. (5) The product is: [CH2:11]([O:10][C:8]([C:7]1[C:2]([N:34]([S:31]([C:28]2[CH:29]=[CH:30][C:25]([O:24][CH3:23])=[CH:26][CH:27]=2)(=[O:33])=[O:32])[CH2:35][C:36]2[CH:37]=[N:38][CH:39]=[CH:40][CH:41]=2)=[C:3]2[C:15]([CH3:16])=[N:14][N:13]([C:17]3[CH:22]=[CH:21][CH:20]=[CH:19][CH:18]=3)[C:4]2=[N:5][CH:6]=1)=[O:9])[CH3:12]. Given the reactants Cl[C:2]1[C:7]([C:8]([O:10][CH2:11][CH3:12])=[O:9])=[CH:6][N:5]=[C:4]2[N:13]([C:17]3[CH:22]=[CH:21][CH:20]=[CH:19][CH:18]=3)[N:14]=[C:15]([CH3:16])[C:3]=12.[CH3:23][O:24][C:25]1[CH:30]=[CH:29][C:28]([S:31]([NH:34][CH2:35][C:36]2[CH:37]=[N:38][CH:39]=[CH:40][CH:41]=2)(=[O:33])=[O:32])=[CH:27][CH:26]=1.[H-].[Na+], predict the reaction product. (6) Given the reactants [F:1][C:2]1[CH:32]=[CH:31][C:5]([CH2:6][N:7]2[C:12](=[O:13])[C:11]([C:14]3[NH:19][C:18]4[CH:20]=[CH:21][C:22](I)=[CH:23][C:17]=4[S:16](=[O:26])(=[O:25])[N:15]=3)=[C:10]([OH:27])[C:9]3=[CH:28][CH:29]=[CH:30][N:8]23)=[CH:4][CH:3]=1.C([Sn](CCCC)(CCCC)[C:38]1[S:39](=[O:44])(=[O:43])[CH2:40][CH2:41][CH:42]=1)CCC, predict the reaction product. The product is: [O:43]=[S:39]1(=[O:44])[CH2:40][CH2:41][CH:42]=[C:38]1[C:22]1[CH:21]=[CH:20][C:18]2[NH:19][C:14]([C:11]3[C:12](=[O:13])[N:7]([CH2:6][C:5]4[CH:31]=[CH:32][C:2]([F:1])=[CH:3][CH:4]=4)[N:8]4[CH:30]=[CH:29][CH:28]=[C:9]4[C:10]=3[OH:27])=[N:15][S:16](=[O:26])(=[O:25])[C:17]=2[CH:23]=1. (7) Given the reactants [CH3:1][O:2][C:3]1[CH:11]=[C:10]2[C:6]([CH2:7][CH2:8][C:9]2=O)=[CH:5][C:4]=1[CH3:13].[C:14](P(=O)(OCC)OCC)#[N:15].[C-]#N.[Li+].[Cl-].[Na+].B(F)(F)F.CCOCC, predict the reaction product. The product is: [CH3:1][O:2][C:3]1[CH:11]=[C:10]2[C:6](=[CH:5][C:4]=1[CH3:13])[CH2:7][CH:8]=[C:9]2[C:14]#[N:15]. (8) Given the reactants [C:1]1([OH:7])[CH:6]=[CH:5][CH:4]=[CH:3][CH:2]=1.Br[CH2:9][C:10]1[C:23]([N+:24]([O-:26])=[O:25])=[CH:22][C:13]([O:14][CH2:15][CH2:16][CH2:17][C:18]([O:20][CH3:21])=[O:19])=[C:12]([O:27][CH3:28])[CH:11]=1, predict the reaction product. The product is: [CH3:28][O:27][C:12]1[CH:11]=[C:10]([CH2:9][O:7][C:1]2[CH:6]=[CH:5][CH:4]=[CH:3][CH:2]=2)[C:23]([N+:24]([O-:26])=[O:25])=[CH:22][C:13]=1[O:14][CH2:15][CH2:16][CH2:17][C:18]([O:20][CH3:21])=[O:19]. (9) Given the reactants [NH2:1][CH2:2][C:3]1[CH:10]=[CH:9][C:6]([C:7]#[N:8])=[CH:5][CH:4]=1.[OH2:11], predict the reaction product. The product is: [NH2:8][CH2:7][C:6]1[CH:9]=[CH:10][C:3]([C:2]([NH2:1])=[O:11])=[CH:4][CH:5]=1.